Dataset: Full USPTO retrosynthesis dataset with 1.9M reactions from patents (1976-2016). Task: Predict the reactants needed to synthesize the given product. (1) Given the product [CH2:28]([C:25]1[CH:24]=[CH:23][C:22]([C:15]([CH3:21])([CH2:14][CH2:13][CH2:12][CH2:11][C:10](=[O:32])[CH2:9][CH2:8][CH2:7][CH2:6][C:5]([C:34]2[CH:35]=[CH:36][C:37]([CH2:40][CH:41]([CH3:43])[CH3:42])=[CH:38][CH:39]=2)([CH3:33])[C:4]([OH:44])=[O:3])[C:16]([OH:18])=[O:17])=[CH:27][CH:26]=1)[CH:29]([CH3:31])[CH3:30], predict the reactants needed to synthesize it. The reactants are: C([O:3][C:4](=[O:44])[C:5]([C:34]1[CH:39]=[CH:38][C:37]([CH2:40][CH:41]([CH3:43])[CH3:42])=[CH:36][CH:35]=1)([CH3:33])[CH2:6][CH2:7][CH2:8][CH2:9][C:10](=[O:32])[CH2:11][CH2:12][CH2:13][CH2:14][C:15]([C:22]1[CH:27]=[CH:26][C:25]([CH2:28][CH:29]([CH3:31])[CH3:30])=[CH:24][CH:23]=1)([CH3:21])[C:16]([O:18]CC)=[O:17])C.O.[OH-].[K+]. (2) Given the product [F:14][C:6]1[C:5]([CH3:15])=[C:4]2[C:9]([CH:10]=[C:11]([CH:12]=[O:13])[C:2]([C:19]3[CH:20]=[N:21][CH:22]=[C:17]([CH3:16])[CH:18]=3)=[N:3]2)=[CH:8][CH:7]=1, predict the reactants needed to synthesize it. The reactants are: Cl[C:2]1[C:11]([CH:12]=[O:13])=[CH:10][C:9]2[C:4](=[C:5]([CH3:15])[C:6]([F:14])=[CH:7][CH:8]=2)[N:3]=1.[CH3:16][C:17]1[CH:18]=[C:19](B(O)O)[CH:20]=[N:21][CH:22]=1.C([O-])([O-])=O.[Na+].[Na+]. (3) Given the product [Br:2][C:3]1[C:16]2[C:17]3[C:18]4[C:5](=[CH:6][C:7]([C:38]([CH3:41])([CH3:40])[CH3:39])=[CH:8][C:9]=4[C:10]([Br:37])=[C:11]([NH2:23])[C:12]=3[CH:13]=[C:14]([C:19]([CH3:22])([CH3:21])[CH3:20])[CH:15]=2)[C:4]=1[NH2:42], predict the reactants needed to synthesize it. The reactants are: Br.[Br:2][C:3]1[C:16]2[C:17]3[C:18]4[C:5](=[CH:6][C:7]([C:38]([CH3:41])([CH3:40])[CH3:39])=[CH:8][C:9]=4[C:10]([Br:37])=[C:11]([N:23]=C(C4C=CC=CC=4)C4C=CC=CC=4)[C:12]=3[CH:13]=[C:14]([C:19]([CH3:22])([CH3:21])[CH3:20])[CH:15]=2)[C:4]=1[N:42]=C(C1C=CC=CC=1)C1C=CC=CC=1. (4) Given the product [CH3:20][O:19][C:16]1[CH:15]=[CH:14][C:13]([CH2:12][N:5]2[C:6]3[C:7](=[O:9])[N:35]([C:30]4[CH:31]=[CH:32][CH:33]=[CH:34][C:29]=4[O:28][CH2:27][C:21]4[CH:26]=[CH:25][CH:24]=[CH:23][CH:22]=4)[C:36](=[O:37])[NH:1][C:2]=3[N:3]=[CH:4]2)=[CH:18][CH:17]=1, predict the reactants needed to synthesize it. The reactants are: [NH2:1][C:2]1[N:3]=[CH:4][N:5]([CH2:12][C:13]2[CH:18]=[CH:17][C:16]([O:19][CH3:20])=[CH:15][CH:14]=2)[C:6]=1[C:7]([O:9]CC)=O.[C:21]1([CH2:27][O:28][C:29]2[CH:34]=[CH:33][CH:32]=[CH:31][C:30]=2[NH:35][C:36](=O)[O:37]C2C=CC=CC=2)[CH:26]=[CH:25][CH:24]=[CH:23][CH:22]=1.CC([O-])(C)C.[K+].CCOCC. (5) The reactants are: [C:1]([O:13]C)(=[O:12])[C:2]1[CH:11]=[CH:10][C:5]([C:6]([O:8]C)=[O:7])=[CH:4][CH:3]=1.C1C2C(=CC(C(O)=O)=CC=2)C=CC=1C(O)=O.C1C2C(=CC(C(OC)=O)=CC=2)C=CC=1C(OC)=O.C1C(C2C=CC(C(O)=O)=CC=2)=CC=C(C(O)=O)C=1.C1(C2C=CC(C(OC)=O)=CC=2)C=CC(C(OC)=O)=CC=1.C(O)(=O)C1C=CC=C(C(O)=O)C=1.S(C1C(C(O)=O)=CC=CC=1C(O)=O)(O)(=O)=O.[Na]. Given the product [C:1]([OH:13])(=[O:12])[C:2]1[CH:11]=[CH:10][C:5]([C:6]([OH:8])=[O:7])=[CH:4][CH:3]=1, predict the reactants needed to synthesize it. (6) Given the product [F:21][C:22]1[CH:35]=[CH:34][C:25]([CH2:26][C:27]2[C:31]([CH3:32])=[N:40][C:41]3[N:45]([N:44]=[CH:43][C:42]=3[C:47]([OH:49])=[O:48])[C:28]=2[CH3:29])=[CH:24][C:23]=1[C:36]([F:39])([F:38])[F:37], predict the reactants needed to synthesize it. The reactants are: BrCC1C=CC(F)=C(C(F)(F)F)C=1.CC(=O)CC(=O)C.[F:21][C:22]1[CH:35]=[CH:34][C:25]([CH2:26][CH:27]([C:31](=O)[CH3:32])[C:28](=O)[CH3:29])=[CH:24][C:23]=1[C:36]([F:39])([F:38])[F:37].[NH2:40][C:41]1[NH:45][N:44]=[C:43](C)[C:42]=1[C:47]([O:49]CC)=[O:48].Cl.[OH-].[K+]. (7) Given the product [CH3:11][C:5]1[C:4]2[C:8](=[CH:9][CH:10]=[C:2]([C:61]3[CH:62]=[C:63]([NH:67][C@H:68]([C:78]4[CH:83]=[CH:82][CH:81]=[CH:80][CH:79]=4)[CH2:69][NH:70][S:71]([CH2:74][CH2:75][O:76][CH3:77])(=[O:73])=[O:72])[CH:64]=[N:65][CH:66]=3)[CH:3]=2)[NH:7][N:6]=1, predict the reactants needed to synthesize it. The reactants are: Br[C:2]1[CH:3]=[C:4]2[C:8](=[CH:9][CH:10]=1)[NH:7][N:6]=[C:5]2[CH3:11].B1(B2OC(C)(C)C(C)(C)O2)OC(C)(C)C(C)(C)O1.C(P(C12CC3CC(CC(C3)C1)C2)C12CC3CC(CC(C3)C1)C2)CCC.C([O-])(=O)C.[K+].Br[C:61]1[CH:62]=[C:63]([NH:67][C@H:68]([C:78]2[CH:83]=[CH:82][CH:81]=[CH:80][CH:79]=2)[CH2:69][NH:70][S:71]([CH2:74][CH2:75][O:76][CH3:77])(=[O:73])=[O:72])[CH:64]=[N:65][CH:66]=1.C(=O)([O-])[O-].[K+].[K+].